From a dataset of Forward reaction prediction with 1.9M reactions from USPTO patents (1976-2016). Predict the product of the given reaction. (1) Given the reactants ClC1C=C(N(CC2[CH:32]=[CH:31][C:30]([O:33]C)=[CH:29][CH:28]=2)C2C=CC=CC=2)C2N(C(C=CC3C=CN=CC=3)=CN=2)N=1.[NH2:35][CH2:36][C:37]1[CH:38]=[C:39]([N:46]([CH2:53][C:54]2[CH:59]=[CH:58][C:57]([O:60][CH3:61])=[CH:56][CH:55]=2)[C:47]2[CH:52]=[CH:51][CH:50]=[CH:49][CH:48]=2)[C:40]2[N:41]([CH:43]=[CH:44][N:45]=2)[N:42]=1.C(N1CCCC(NC2C=C(N(CC3C=CC(OC)=CC=3)C3C=CC=CC=3)C3N(C(C#N)=CN=3)N=2)C1)C1C=CC=CC=1.C(OC)(=O)C=C.CC(C)([O-])C.[K+].[OH-].[Na+].Cl, predict the reaction product. The product is: [CH3:61][O:60][C:57]1[CH:56]=[CH:55][C:54]([CH2:53][N:46]([C:47]2[CH:48]=[CH:49][CH:50]=[CH:51][CH:52]=2)[C:39]2[C:40]3[N:41]([CH:43]=[CH:44][N:45]=3)[N:42]=[C:37]([CH2:36][N:35]3[CH2:32][CH2:31][C:30](=[O:33])[CH2:29][CH2:28]3)[CH:38]=2)=[CH:59][CH:58]=1. (2) Given the reactants C(OC(N[C@H](C([N:18]([CH3:35])[C@@H:19]([C@@H:31]([CH3:34])CC)[C@H:20]([O:29][CH3:30])[CH2:21][C:22]([O:24]C(C)(C)C)=O)=O)C(C)C)=O)C1C=CC=CC=1.[CH:36]1(NC2CCCCC2)CCCCC1.[NH2:49][C@@:50]1([C:59]([O:61][CH2:62][C:63]2[CH:68]=[CH:67][CH:66]=[CH:65][CH:64]=2)=[O:60])[CH2:52][C@@H:51]1[C:53]1[CH:58]=[CH:57][CH:56]=[CH:55][CH:54]=1.C(OC(N[C@@]1(C(O)=O)C[C@@H]1C1C=CC=CC=1)=O)(C)(C)C.C(O)C1C=CC=CC=1.[F:97][C:98]([F:103])([F:102])[C:99]([OH:101])=[O:100], predict the reaction product. The product is: [F:97][C:98]([F:103])([F:102])[C:99]([OH:101])=[O:100].[CH2:62]([O:61][C:59]([C@:50]1([NH:49][C:22](=[O:24])[C@H:21]([CH3:36])[C@@H:20]([O:29][CH3:30])[C@@H:19]2[CH2:31][CH2:34][CH2:35][NH:18]2)[CH2:52][C@@H:51]1[C:53]1[CH:58]=[CH:57][CH:56]=[CH:55][CH:54]=1)=[O:60])[C:63]1[CH:68]=[CH:67][CH:66]=[CH:65][CH:64]=1. (3) Given the reactants [H-].[H-].[H-].[H-].[Li+].[Al+3].C[C:8]([N:11]([C:15]([C:24]1[CH:29]=[CH:28][C:27]([C:30]2[CH:35]=[CH:34][CH:33]=[CH:32][CH:31]=2)=[CH:26][CH:25]=1)([CH3:23])[C:16](=O)[N:17]1[CH2:21][CH2:20][CH2:19][CH2:18]1)C(=O)[O-])(C)C.O.[F-].[Na+], predict the reaction product. The product is: [C:27]1([C:30]2[CH:31]=[CH:32][CH:33]=[CH:34][CH:35]=2)[CH:28]=[CH:29][C:24]([C:15]([NH:11][CH3:8])([CH3:23])[CH2:16][N:17]2[CH2:21][CH2:20][CH2:19][CH2:18]2)=[CH:25][CH:26]=1. (4) Given the reactants [C:1]([NH:4][C:5]1[C:14]([C:15]2[CH:19]=[CH:18][O:17][C:16]=2[CH2:20][OH:21])=[CH:13][CH:12]=[C:11]([NH:22][C:23](=[O:28])[C:24]([CH3:27])([CH3:26])[CH3:25])[C:6]=1[C:7]([O:9][CH3:10])=[O:8])(=[O:3])[CH3:2].[H][H], predict the reaction product. The product is: [C:1]([NH:4][C:5]1[C:14]([C@H:15]2[CH2:19][CH2:18][O:17][C@H:16]2[CH2:20][OH:21])=[CH:13][CH:12]=[C:11]([NH:22][C:23](=[O:28])[C:24]([CH3:27])([CH3:26])[CH3:25])[C:6]=1[C:7]([O:9][CH3:10])=[O:8])(=[O:3])[CH3:2]. (5) Given the reactants [Br:1][C:2]1[CH:9]=[C:6]([CH:7]=[O:8])[C:5]([OH:10])=[CH:4][CH:3]=1.C(=O)([O-])[O-].[K+].[K+].[CH2:17](Br)[C:18]1[CH:23]=[CH:22][CH:21]=[CH:20][CH:19]=1.O, predict the reaction product. The product is: [CH2:17]([O:10][C:5]1[CH:4]=[CH:3][C:2]([Br:1])=[CH:9][C:6]=1[CH:7]=[O:8])[C:18]1[CH:23]=[CH:22][CH:21]=[CH:20][CH:19]=1. (6) Given the reactants [N:1]1[C:10]2[C:5](=[CH:6][CH:7]=[CH:8][CH:9]=2)[CH:4]=[C:3](B(O)O)[CH:2]=1.CCCCCCCC([C:23]([NH3+:42])([C:33]([CH2:35][CH2:36][CH2:37][CH2:38][CH2:39][CH2:40][CH3:41])=O)C(CCCCCCC)=O)=O.[Cl-].COC1C=CC=CC=1P(C1C=CC=CC=1OC)C1C=CC=CC=1OC.O.C(=O)([O-])[O-].[Na+].[Na+].Br[C:77]1[CH:78]=[C:79]2[C:91]3=[C:92]4[C:82](=[CH:83][C:84](Br)=[CH:85][C:86]4=[CH:87][CH:88]=[C:89]3[CH:90]=1)[CH:81]=[CH:80]2, predict the reaction product. The product is: [N:1]1[C:10]2[C:5](=[CH:6][CH:7]=[CH:8][CH:9]=2)[CH:4]=[C:3]([C:90]2[C:89]3[C:91]4=[C:92]5[C:86](=[CH:87][CH:88]=3)[CH:85]=[CH:84][C:83]([C:40]3[CH:41]=[N:42][C:23]6[C:38]([CH:39]=3)=[CH:37][CH:36]=[CH:35][CH:33]=6)=[C:82]5[CH:81]=[CH:80][C:79]4=[CH:78][CH:77]=2)[CH:2]=1. (7) Given the reactants [CH3:1][C:2]1[NH:3][N:4]=[C:5]2[C:14]3[CH:13]=[C:12]([Cl:15])[CH:11]=[CH:10][C:9]=3[NH:8][C:7](=[O:16])[C:6]=12.[O:17]1[CH:22]=[CH:21][CH2:20][CH2:19][CH2:18]1.C1(C)C=CC(S(O)(=O)=O)=CC=1, predict the reaction product. The product is: [CH3:1][C:2]1[N:3]([CH:18]2[CH2:19][CH2:20][CH2:21][CH2:22][O:17]2)[N:4]=[C:5]2[C:14]3[CH:13]=[C:12]([Cl:15])[CH:11]=[CH:10][C:9]=3[NH:8][C:7](=[O:16])[C:6]=12.